This data is from Forward reaction prediction with 1.9M reactions from USPTO patents (1976-2016). The task is: Predict the product of the given reaction. (1) The product is: [C:48]([O:15][CH2:14][C:13]([CH3:16])([CH3:17])[CH2:12][N:11]1[C:5]2[CH:4]=[CH:3][C:2]([Cl:1])=[CH:41][C:6]=2[C@@H:7]([C:31]2[CH:36]=[CH:35][CH:34]=[C:33]([O:37][CH3:38])[C:32]=2[O:39][CH3:40])[O:8][C@H:9]([CH2:19][C:20]([NH:22][CH2:23][CH2:24][CH2:25][CH2:26][CH2:27][C:28]([OH:30])=[O:29])=[O:21])[C:10]1=[O:18])(=[O:50])[CH3:49]. Given the reactants [Cl:1][C:2]1[CH:3]=[CH:4][C:5]2[N:11]([CH2:12][C:13]([CH3:17])([CH3:16])[CH2:14][OH:15])[C:10](=[O:18])[C@@H:9]([CH2:19][C:20]([NH:22][CH2:23][CH2:24][CH2:25][CH2:26][CH2:27][C:28]([OH:30])=[O:29])=[O:21])[O:8][C@H:7]([C:31]3[CH:36]=[CH:35][CH:34]=[C:33]([O:37][CH3:38])[C:32]=3[O:39][CH3:40])[C:6]=2[CH:41]=1.N1C=CC=CC=1.[C:48](OCC)(=[O:50])[CH3:49].C(Cl)(=O)C, predict the reaction product. (2) Given the reactants Br[CH2:2][CH2:3][CH2:4][N:5]1[C:13](=[O:14])[C:12]2[C:7](=[CH:8][CH:9]=[CH:10][CH:11]=2)[C:6]1=[O:15].[Na+].[I-].[Cl:18][C:19]1[CH:20]=[CH:21][C:22]([CH3:31])=[C:23]([N:25]2[CH2:30][CH2:29][NH:28][CH2:27][CH2:26]2)[CH:24]=1, predict the reaction product. The product is: [Cl:18][C:19]1[CH:20]=[CH:21][C:22]([CH3:31])=[C:23]([N:25]2[CH2:26][CH2:27][N:28]([CH2:2][CH2:3][CH2:4][N:5]3[C:13](=[O:14])[C:12]4[C:7](=[CH:8][CH:9]=[CH:10][CH:11]=4)[C:6]3=[O:15])[CH2:29][CH2:30]2)[CH:24]=1.